This data is from Experimentally validated miRNA-target interactions with 360,000+ pairs, plus equal number of negative samples. The task is: Binary Classification. Given a miRNA mature sequence and a target amino acid sequence, predict their likelihood of interaction. (1) The miRNA is hsa-miR-193b-3p with sequence AACUGGCCCUCAAAGUCCCGCU. The protein sequence of the target gene is MQNDAGEFVDLYVPRKCSASNRIIGAKDHASIQMNVAEVDKVTGRFNGQFKTYAICGAIRRMGESDDSILRLAKADGIVSKNF. Result: 1 (interaction). (2) The miRNA is hsa-miR-4756-3p with sequence CCAGAGAUGGUUGCCUUCCUAU. The protein sequence of the target gene is MAMHNKAAPPQIPDTRRELAELVKRKQELAETLANLERQIYAFEGSYLEDTQMYGNIIRGWDRYLTNQKNSNSKNDRRNRKFKEAERLFSKSSVTSAAAVSALAGVQDQLIEKREPGSGTESDTSPDFHNQENEPSQEDPEDLDGSVQGVKPQKAASSTSSGSHHSSHKKRKNKNRHRIDLKLNKKPRADY. Result: 1 (interaction). (3) The miRNA is mmu-miR-466f-3p with sequence CAUACACACACACAUACACAC. The protein sequence of the target gene is MRKGALKDPEIADLFFKDDPEELFIDLHEIGHGSFGAVYFATNAHTNEVVAVKKMSYSGKQTHEKWQDILKEVKFLQQLKHPNTIEYKGCYLKEHTAWLVMEYCLGSASDLLEVHKKPLQEVEIAAITHGALQGLAYLHFHSLIHRDIKAGNILLTEPGQVKLADFGSASMASPANSFVGTPYWMAPEVILAMDEGQYDGKVDIWSLGITCIELAERKPPLFNMNAMSALYHIAQNDSPTLQSREWTDSFRRFVDYCLHKIPQERPAAVELLRHDFIRRERPPKVLIDLIQRTKDAVREL.... Result: 1 (interaction). (4) The miRNA is hsa-miR-4468 with sequence AGAGCAGAAGGAUGAGAU. The protein sequence of the target gene is MAQAGRTGYDNREIVMKYIHYKLSQRGYEWDTGDEDSAPLRAAPTPGIFSFQPESNRTPAVHRDTAARTSPLRPLVANAGPALSPVPPVVHLTLRRAGDDFSRRYRRDFAEMSSQLHLTPFTARGRFATVVEELFRDGVNWGRIVAFFEFGGVMCVESVNREMSPLVDNIALWMTEYLNRHLHTWIQDNGGWDAFVELYGPSMRPLFDFSWLSLKTLLSLALVGACITLGAYLGHK. Result: 0 (no interaction). (5) The miRNA is hsa-miR-766-3p with sequence ACUCCAGCCCCACAGCCUCAGC. The protein sequence of the target gene is MPANGTSPQRFPALIPGEPGRSFEGSVSFEDVAVDFTRQEWHRLDPAQRTMHKDVMLETYSNLASVGLCVAKPEMIFKLERGEELWILEEESSGHGYSGSLSLLCGNGSVGDNALRHDNDLLHHQKIQTLDQNVEYNGCRKAFHEKTGFVRRKRTPRGDKNFECHECGKAYCRKSNLVEHLRIHTGERPYECGECAKTFSARSYLIAHQKTHTGERPFECNECGKSFGRKSQLILHTRTHTGERPYECTECGKTFSEKATLTIHQRTHTGEKPYECSECGKTFRVKISLTQHHRTHTGEK.... Result: 1 (interaction).